From a dataset of Peptide-MHC class I binding affinity with 185,985 pairs from IEDB/IMGT. Regression. Given a peptide amino acid sequence and an MHC pseudo amino acid sequence, predict their binding affinity value. This is MHC class I binding data. The peptide sequence is VWAPLILAYFPVF. The MHC is HLA-A33:01 with pseudo-sequence HLA-A33:01. The binding affinity (normalized) is 0.0628.